From a dataset of Forward reaction prediction with 1.9M reactions from USPTO patents (1976-2016). Predict the product of the given reaction. (1) Given the reactants CC(C)([O-])C.[K+].[F:7][C:8]1[CH:9]=[C:10]([OH:15])[CH:11]=[CH:12][C:13]=1[NH2:14].Cl[C:17]1[CH:22]=[CH:21][N:20]=[C:19]([C:23]([O:25][C:26]([CH3:29])([CH3:28])[CH3:27])=[O:24])[CH:18]=1, predict the reaction product. The product is: [NH2:14][C:13]1[CH:12]=[CH:11][C:10]([O:15][C:17]2[CH:22]=[CH:21][N:20]=[C:19]([C:23]([O:25][C:26]([CH3:29])([CH3:28])[CH3:27])=[O:24])[CH:18]=2)=[CH:9][C:8]=1[F:7]. (2) The product is: [OH:13][C:11]1[N:16]([C:18]2[CH:27]=[CH:26][C:25]3[C:20](=[CH:21][CH:22]=[CH:23][CH:24]=3)[N:19]=2)[N:17]=[CH:4][C:5]=1[C:6]([O:8][CH2:9][CH3:10])=[O:7]. Given the reactants C(O[CH:4]=[C:5]([C:11]([O:13]CC)=O)[C:6]([O:8][CH2:9][CH3:10])=[O:7])C.[NH:16]([C:18]1[CH:27]=[CH:26][C:25]2[C:20](=[CH:21][CH:22]=[CH:23][CH:24]=2)[N:19]=1)[NH2:17].C(=O)([O-])[O-].[K+].[K+], predict the reaction product. (3) Given the reactants [CH3:1][O:2][C:3]1[CH:4]=[C:5]2[C:10](=[CH:11][C:12]=1[O:13][CH3:14])[N:9]=[CH:8][N:7]=[C:6]2[CH:15]1[CH2:20][CH2:19][NH:18][CH2:17][CH2:16]1.[N+](C1C=CC([O:30][C:31](=O)[NH:32][C:33]2[CH:38]=[CH:37][C:36]([N:39]3[CH2:44][CH2:43][O:42][CH2:41][CH2:40]3)=[CH:35][CH:34]=2)=CC=1)([O-])=O, predict the reaction product. The product is: [N:39]1([C:36]2[CH:35]=[CH:34][C:33]([NH:32][C:31]([N:18]3[CH2:19][CH2:20][CH:15]([C:6]4[C:5]5[C:10](=[CH:11][C:12]([O:13][CH3:14])=[C:3]([O:2][CH3:1])[CH:4]=5)[N:9]=[CH:8][N:7]=4)[CH2:16][CH2:17]3)=[O:30])=[CH:38][CH:37]=2)[CH2:40][CH2:41][O:42][CH2:43][CH2:44]1. (4) Given the reactants [C:1]([N:4]([CH2:25][C@@H:26]1[O:30][C:29](=[O:31])[N:28]([C:32]2[CH:37]=[CH:36][C:35]([CH:38]3[CH2:43][CH2:42][S:41](=[O:45])(=[O:44])[CH2:40][CH2:39]3)=[C:34]([F:46])[CH:33]=2)[CH2:27]1)[C:5]([O:7][CH2:8][O:9][C:10](=[O:24])[C@@H:11]([NH:16]C(OC(C)(C)C)=O)[C@@H:12]([CH3:15])[CH2:13][CH3:14])=[O:6])(=[O:3])[CH3:2].C1(OC)C=CC=CC=1.[ClH:55], predict the reaction product. The product is: [ClH:55].[C:1]([N:4]([CH2:25][C@@H:26]1[O:30][C:29](=[O:31])[N:28]([C:32]2[CH:37]=[CH:36][C:35]([CH:38]3[CH2:39][CH2:40][S:41](=[O:44])(=[O:45])[CH2:42][CH2:43]3)=[C:34]([F:46])[CH:33]=2)[CH2:27]1)[C:5]([O:7][CH2:8][O:9][C:10](=[O:24])[C@@H:11]([NH2:16])[C@@H:12]([CH3:15])[CH2:13][CH3:14])=[O:6])(=[O:3])[CH3:2]. (5) Given the reactants [CH2:1]([O:8][C:9]1[CH:10]=[C:11]([C:15]2[CH:16]=[C:17]([CH:25]3[CH2:30][CH2:29][NH:28][CH2:27][CH2:26]3)[N:18]3[C:23]=2[C:22]([NH2:24])=[N:21][CH:20]=[N:19]3)[CH:12]=[CH:13][CH:14]=1)[C:2]1[CH:7]=[CH:6][CH:5]=[CH:4][CH:3]=1.Cl[CH2:32][C:33]([N:35]([CH3:37])[CH3:36])=[O:34], predict the reaction product. The product is: [NH2:24][C:22]1[C:23]2=[C:15]([C:11]3[CH:12]=[CH:13][CH:14]=[C:9]([O:8][CH2:1][C:2]4[CH:3]=[CH:4][CH:5]=[CH:6][CH:7]=4)[CH:10]=3)[CH:16]=[C:17]([CH:25]3[CH2:30][CH2:29][N:28]([CH2:32][C:33]([N:35]([CH3:37])[CH3:36])=[O:34])[CH2:27][CH2:26]3)[N:18]2[N:19]=[CH:20][N:21]=1. (6) Given the reactants [C:1]([O:5][C:6]([N:8]1[CH2:13][C@@H:12]([C:14](=[O:37])[NH:15][CH2:16][C:17]2([CH2:31][CH2:32][CH2:33][CH2:34][O:35][CH3:36])[C:30]3[CH:29]=[CH:28][CH:27]=[CH:26][C:25]=3[O:24][C:23]3[C:18]2=[CH:19][CH:20]=[CH:21][CH:22]=3)[CH2:11][C@@H:10]([C:38]([OH:40])=O)[CH2:9]1)=[O:7])([CH3:4])([CH3:3])[CH3:2].[CH2:41]([NH:43][CH2:44][C:45]1[CH:50]=[CH:49][CH:48]=[CH:47][CH:46]=1)[CH3:42], predict the reaction product. The product is: [C:1]([O:5][C:6]([N:8]1[CH2:13][C@@H:12]([C:14](=[O:37])[NH:15][CH2:16][C:17]2([CH2:31][CH2:32][CH2:33][CH2:34][O:35][CH3:36])[C:18]3[CH:19]=[CH:20][CH:21]=[CH:22][C:23]=3[O:24][C:29]3[C:30]2=[CH:25][CH:26]=[CH:27][CH:28]=3)[CH2:11][C@@H:10]([C:38](=[O:40])[N:43]([CH2:44][C:45]2[CH:50]=[CH:49][CH:48]=[CH:47][CH:46]=2)[CH2:41][CH3:42])[CH2:9]1)=[O:7])([CH3:3])([CH3:4])[CH3:2]. (7) Given the reactants F[C:2]1[CH:3]=[N:4][CH:5]=[CH:6][C:7]=1[C:8]1[O:9][C:10]2[CH:16]=[CH:15][C:14]([C:17]([F:20])([F:19])[F:18])=[CH:13][C:11]=2[N:12]=1.C(=O)([O-])[O-].[K+].[K+].[CH3:27][O:28][CH2:29][CH2:30][OH:31], predict the reaction product. The product is: [CH3:27][O:28][CH2:29][CH2:30][O:31][C:2]1[CH:3]=[N:4][CH:5]=[CH:6][C:7]=1[C:8]1[O:9][C:10]2[CH:16]=[CH:15][C:14]([C:17]([F:20])([F:19])[F:18])=[CH:13][C:11]=2[N:12]=1. (8) Given the reactants [N:1]1([CH2:6][C:7]2[CH:12]=[CH:11][C:10]([C:13]3([C:16]#N)[CH2:15][CH2:14]3)=[CH:9][CH:8]=2)[CH2:5][CH2:4][CH2:3][CH2:2]1.C([OH:20])C.[OH-:21].[Na+], predict the reaction product. The product is: [N:1]1([CH2:6][C:7]2[CH:12]=[CH:11][C:10]([C:13]3([C:16]([OH:20])=[O:21])[CH2:15][CH2:14]3)=[CH:9][CH:8]=2)[CH2:5][CH2:4][CH2:3][CH2:2]1.